Dataset: Reaction yield outcomes from USPTO patents with 853,638 reactions. Task: Predict the reaction yield, written as a fraction of the theoretical maximum amount of product (1.0 means a 100% yield; for example, 0.34 means a 34% yield). (1) The reactants are Br[C:2]1[C:7]2[S:8][CH:9]=[CH:10][C:6]=2[CH:5]=[CH:4][CH:3]=1.[Mg].[C:12](=O)([O:16]CC)[O:13][CH2:14][CH3:15].[Cl-].[NH4+]. The catalyst is C1COCC1. The product is [CH2:14]([O:13][C:12]([C:2]1[C:7]2[S:8][CH:9]=[CH:10][C:6]=2[CH:5]=[CH:4][CH:3]=1)=[O:16])[CH3:15]. The yield is 0.710. (2) The reactants are [N:1]1([C:7](=[O:9])[CH3:8])[CH2:6][CH2:5][NH:4][CH2:3][CH2:2]1.[C:10](#[N:13])[CH:11]=[CH2:12]. The catalyst is CO. The product is [C:7]([N:1]1[CH2:6][CH2:5][N:4]([CH2:12][CH2:11][C:10]#[N:13])[CH2:3][CH2:2]1)(=[O:9])[CH3:8]. The yield is 0.910. (3) The reactants are Br[C:2]1[CH:3]=[C:4]([NH:10][C:11]2[CH:16]=[CH:15][C:14]([C:17]([N:19]3[CH2:24][CH2:23][O:22][CH2:21][C@H:20]3[CH3:25])=[O:18])=[CH:13][N:12]=2)[C:5](=[O:9])[N:6]([CH3:8])[CH:7]=1.[C:26]([O:29][CH2:30][C:31]1[C:32]([N:46]2[CH2:57][CH2:56][N:55]3[C:48](=[CH:49][C:50]4[CH2:51][C:52]([CH3:59])([CH3:58])[CH2:53][C:54]=43)[C:47]2=[O:60])=[N:33][CH:34]=[CH:35][C:36]=1B1OC(C)(C)C(C)(C)O1)(=[O:28])[CH3:27].[O-]P([O-])([O-])=O.[K+].[K+].[K+].C([O-])(=O)C.[Na+]. The catalyst is C1C=CC(P(C2C=CC=CC=2)[C-]2C=CC=C2)=CC=1.C1C=CC(P(C2C=CC=CC=2)[C-]2C=CC=C2)=CC=1.Cl[Pd]Cl.[Fe+2].O.C(#N)C. The product is [C:26]([O:29][CH2:30][C:31]1[C:32]([N:46]2[CH2:57][CH2:56][N:55]3[C:48](=[CH:49][C:50]4[CH2:51][C:52]([CH3:59])([CH3:58])[CH2:53][C:54]=43)[C:47]2=[O:60])=[N:33][CH:34]=[CH:35][C:36]=1[C:2]1[CH:3]=[C:4]([NH:10][C:11]2[CH:16]=[CH:15][C:14]([C:17]([N:19]3[CH2:24][CH2:23][O:22][CH2:21][C@H:20]3[CH3:25])=[O:18])=[CH:13][N:12]=2)[C:5](=[O:9])[N:6]([CH3:8])[CH:7]=1)(=[O:28])[CH3:27]. The yield is 0.290. (4) The product is [N+:14](/[C:17](/[CH2:18][CH2:19][CH2:20][CH2:21][CH2:22][CH2:23][CH2:24][CH3:25])=[CH:2]/[CH2:3][CH2:4][CH2:5][CH2:6][CH2:7][CH2:8][CH2:9][C:10]([OH:12])=[O:11])([O-:16])=[O:15]. The reactants are O=[CH:2][CH2:3][CH2:4][CH2:5][CH2:6][CH2:7][CH2:8][CH2:9][C:10]([O:12]C)=[O:11].[N+:14]([CH2:17][CH2:18][CH2:19][CH2:20][CH2:21][CH2:22][CH2:23][CH2:24][CH3:25])([O-:16])=[O:15]. No catalyst specified. The yield is 0.445. (5) The reactants are O=[C:2]1[CH2:6][CH2:5][C@H:4]([C:7]([NH:9][C:10]2[CH2:17][CH2:16][C:13]3([CH2:15][CH2:14]3)[CH2:12][C:11]=2[C:18]([O:20][CH2:21][CH3:22])=[O:19])=[O:8])[CH2:3]1.[F:23][C:24]1[CH:29]=[CH:28][C:27]([N:30]2[CH2:35][CH2:34][NH:33][CH2:32][CH2:31]2)=[CH:26][CH:25]=1.C(O)(=O)C.C(O[BH-](OC(=O)C)OC(=O)C)(=O)C.[Na+].C(=O)(O)[O-].[Na+]. The catalyst is ClCCCl. The product is [F:23][C:24]1[CH:25]=[CH:26][C:27]([N:30]2[CH2:35][CH2:34][N:33]([C@@H:2]3[CH2:6][CH2:5][C@H:4]([C:7]([NH:9][C:10]4[CH2:17][CH2:16][C:13]5([CH2:15][CH2:14]5)[CH2:12][C:11]=4[C:18]([O:20][CH2:21][CH3:22])=[O:19])=[O:8])[CH2:3]3)[CH2:32][CH2:31]2)=[CH:28][CH:29]=1. The yield is 0.840. (6) The reactants are [Cl:1][C:2]1[CH:3]=[C:4]([NH:8][C:9]2[N:14]=[C:13]([C:15]3[CH:20]=[CH:19][N:18]=[C:17]([NH:21][NH2:22])[CH:16]=3)[CH:12]=[CH:11][N:10]=2)[CH:5]=[CH:6][CH:7]=1.[C:23](O)(=[O:30])/[C:24](=[C:26](\[CH:28]=O)/[Cl:27])/[Cl:25]. The catalyst is C(O)(=O)C. The product is [Cl:25][C:24]1[C:23](=[O:30])[N:21]([C:17]2[CH:16]=[C:15]([C:13]3[CH:12]=[CH:11][N:10]=[C:9]([NH:8][C:4]4[CH:5]=[CH:6][CH:7]=[C:2]([Cl:1])[CH:3]=4)[N:14]=3)[CH:20]=[CH:19][N:18]=2)[N:22]=[CH:28][C:26]=1[Cl:27]. The yield is 0.440. (7) The reactants are [H][H].[CH3:3][S:4]([O-:7])(=[O:6])=[O:5].C([N+:15]1(CC2C=CC=CC=2)[CH2:23][C:22]2[C:17](=[CH:18][CH:19]=[CH:20][C:21]=2[F:24])[CH2:16]1)C1C=CC=CC=1. The catalyst is [Pd].CO. The product is [F:24][C:21]1[CH:20]=[CH:19][CH:18]=[C:17]2[C:22]=1[CH2:23][NH:15][CH:16]2[CH2:3][S:4]([OH:7])(=[O:6])=[O:5]. The yield is 0.970. (8) The reactants are IC.[CH2:3]([NH:10][CH2:11][C:12]([C:15]1[CH:20]=[CH:19][C:18]([NH:21][C:22](=[O:33])[C:23]2[CH:28]=[CH:27][C:26]([O:29][CH3:30])=[C:25]([O:31][CH3:32])[CH:24]=2)=[CH:17][CH:16]=1)([CH3:14])[CH3:13])[C:4]1[CH:9]=[CH:8][CH:7]=[CH:6][CH:5]=1.[C:34]([O-])(O)=O.[Na+]. The catalyst is C(#N)C. The product is [CH2:3]([N:10]([CH3:34])[CH2:11][C:12]([C:15]1[CH:20]=[CH:19][C:18]([NH:21][C:22](=[O:33])[C:23]2[CH:28]=[CH:27][C:26]([O:29][CH3:30])=[C:25]([O:31][CH3:32])[CH:24]=2)=[CH:17][CH:16]=1)([CH3:14])[CH3:13])[C:4]1[CH:9]=[CH:8][CH:7]=[CH:6][CH:5]=1. The yield is 0.690.